From a dataset of Catalyst prediction with 721,799 reactions and 888 catalyst types from USPTO. Predict which catalyst facilitates the given reaction. (1) Product: [C:42]([CH2:44][C:45]([N:25]1[CH2:26][CH2:27][CH:22]([C:19]2[CH:18]=[CH:17][C:16]([NH:15][C:8]3[CH:7]=[C:6]([NH:5][CH2:4][C:3]4[CH:28]=[CH:29][CH:30]=[CH:31][C:2]=4[F:1])[C:11]([C:12]([NH2:14])=[O:13])=[CH:10][N:9]=3)=[CH:21][CH:20]=2)[CH2:23][CH2:24]1)=[O:46])#[N:43].[ClH:32]. The catalyst class is: 37. Reactant: [F:1][C:2]1[CH:31]=[CH:30][CH:29]=[CH:28][C:3]=1[CH2:4][NH:5][C:6]1[C:11]([C:12]([NH2:14])=[O:13])=[CH:10][N:9]=[C:8]([NH:15][C:16]2[CH:21]=[CH:20][C:19]([CH:22]3[CH2:27][CH2:26][NH:25][CH2:24][CH2:23]3)=[CH:18][CH:17]=2)[CH:7]=1.[ClH:32].CCN(C(C)C)C(C)C.[C:42]([CH2:44][C:45](O)=[O:46])#[N:43].F[P-](F)(F)(F)(F)F.N1(O[P+](N(C)C)(N(C)C)N(C)C)C2C=CC=CC=2N=N1. (2) Reactant: [Cl:1][C:2]1[CH:7]=[CH:6][CH:5]=[CH:4][C:3]=1[N:8]1[C:12]([C:13]2[O:14]C=CC=2)=[CH:11][C:10]([C:18]([F:21])([F:20])[F:19])=[N:9]1.[O-:22]Cl=O.[Na+]. Product: [Cl:1][C:2]1[CH:7]=[CH:6][CH:5]=[CH:4][C:3]=1[N:8]1[C:12]([C:13]([OH:14])=[O:22])=[CH:11][C:10]([C:18]([F:21])([F:20])[F:19])=[N:9]1. The catalyst class is: 10. (3) The catalyst class is: 1. Reactant: Cl[C:2]1[CH:7]=[CH:6][C:5]([N+:8]([O-:10])=[O:9])=[CH:4][C:3]=1[O:11][CH:12]([F:14])[F:13].CC(C)([O-])C.[K+].[C:21]([N:28]1[CH2:33][CH2:32][CH:31]([OH:34])[CH2:30][CH2:29]1)([O:23][C:24]([CH3:27])([CH3:26])[CH3:25])=[O:22]. Product: [F:13][CH:12]([F:14])[O:11][C:3]1[CH:4]=[C:5]([N+:8]([O-:10])=[O:9])[CH:6]=[CH:7][C:2]=1[O:34][CH:31]1[CH2:30][CH2:29][N:28]([C:21]([O:23][C:24]([CH3:27])([CH3:26])[CH3:25])=[O:22])[CH2:33][CH2:32]1. (4) Reactant: [C:1]([OH:13])(=[O:12])[CH2:2][C:3]([CH2:8][C:9]([OH:11])=[O:10])([C:5]([OH:7])=[O:6])[OH:4].[CH2:14]([N:17]1[C:21]2=[C:22]([N:26]3[CH2:35][CH2:34][C:33]4[C:28](=[CH:29][CH:30]=[CH:31][CH:32]=4)[CH2:27]3)[N:23]=[CH:24][CH:25]=[C:20]2[C:19]([CH3:36])=[C:18]1[CH3:37])[CH:15]=[CH2:16]. Product: [C:1]([OH:13])(=[O:12])[CH2:2][C:3]([CH2:8][C:9]([OH:11])=[O:10])([C:5]([OH:7])=[O:6])[OH:4].[CH2:14]([N:17]1[C:21]2=[C:22]([N:26]3[CH2:35][CH2:34][C:33]4[C:28](=[CH:29][CH:30]=[CH:31][CH:32]=4)[CH2:27]3)[N:23]=[CH:24][CH:25]=[C:20]2[C:19]([CH3:36])=[C:18]1[CH3:37])[CH:15]=[CH2:16]. The catalyst class is: 13. (5) Reactant: [H-].[Na+].[C:3]([Si:7]([CH3:24])([CH3:23])[O:8][C@@H:9]1[C:17]2[C:12](=[C:13]([C:18]([F:22])([F:21])[CH2:19][OH:20])[CH:14]=[CH:15][CH:16]=2)[CH2:11][CH2:10]1)([CH3:6])([CH3:5])[CH3:4].[CH3:25]I.O. Product: [C:3]([Si:7]([O:8][C@@H:9]1[C:17]2[C:12](=[C:13]([C:18]([F:22])([F:21])[CH2:19][O:20][CH3:25])[CH:14]=[CH:15][CH:16]=2)[CH2:11][CH2:10]1)([CH3:24])[CH3:23])([CH3:6])([CH3:5])[CH3:4]. The catalyst class is: 7. (6) Reactant: [CH2:1]([C:3]([C:21]1[CH:34]=[CH:33][C:24]([O:25][CH2:26][C@@H:27]2[O:31][C:30](=[O:32])[CH2:29][CH2:28]2)=[C:23]([CH3:35])[CH:22]=1)([C:6]1[CH:11]=[CH:10][C:9]([C:12]#[C:13][CH:14]([OH:19])[C:15]2([CH3:18])[CH2:17][CH2:16]2)=[C:8]([CH3:20])[CH:7]=1)[CH2:4][CH3:5])[CH3:2].C[OH:37]. Product: [CH2:1]([C:3]([C:21]1[CH:34]=[CH:33][C:24]([O:25][CH2:26][C@H:27]([OH:37])[CH2:28][CH2:29][C:30]([OH:31])=[O:32])=[C:23]([CH3:35])[CH:22]=1)([C:6]1[CH:11]=[CH:10][C:9]([C:12]#[C:13][CH:14]([OH:19])[C:15]2([CH3:18])[CH2:17][CH2:16]2)=[C:8]([CH3:20])[CH:7]=1)[CH2:4][CH3:5])[CH3:2]. The catalyst class is: 1. (7) Reactant: [CH2:1]([O:8][C:9]([N:11]1[CH2:15][CH2:14][CH2:13][C@H:12]1[C:16]([OH:18])=O)=[O:10])[C:2]1[CH:7]=[CH:6][CH:5]=[CH:4][CH:3]=1.CN(C=O)C.C(Cl)(=O)C([Cl:27])=O. Product: [Cl:27][C:16]([C@@H:12]1[CH2:13][CH2:14][CH2:15][N:11]1[C:9]([O:8][CH2:1][C:2]1[CH:7]=[CH:6][CH:5]=[CH:4][CH:3]=1)=[O:10])=[O:18]. The catalyst class is: 2.